The task is: Predict the product of the given reaction.. This data is from Forward reaction prediction with 1.9M reactions from USPTO patents (1976-2016). (1) Given the reactants [NH2:1][C:2]1[S:3][C:4]2[C:9]([NH:10][C@H:11]([CH2:14][CH:15]([CH3:17])[CH3:16])[CH2:12][OH:13])=[N:8][C:7]([SH:18])=[N:6][C:5]=2[N:19]=1.Cl[C@@H:21]([C:23]1[C:28]([F:29])=[CH:27][CH:26]=[CH:25][N:24]=1)[CH3:22], predict the reaction product. The product is: [NH2:1][C:2]1[S:3][C:4]2[C:9]([NH:10][C@H:11]([CH2:14][CH:15]([CH3:16])[CH3:17])[CH2:12][OH:13])=[N:8][C:7]([S:18][C@H:21]([C:23]3[C:28]([F:29])=[CH:27][CH:26]=[CH:25][N:24]=3)[CH3:22])=[N:6][C:5]=2[N:19]=1. (2) Given the reactants [F:1][C:2]1[CH:7]=[CH:6][C:5]([NH:8][C:9]([C:11]2[C:20]3[C:15](=[CH:16][C:17]([CH2:21][C:22]4[CH:27]=[C:26](O)[N:25]=[CH:24][N:23]=4)=[CH:18][CH:19]=3)[CH:14]=[CH:13][CH:12]=2)=[O:10])=[CH:4][C:3]=1[C:29]([F:32])([F:31])[F:30].[Cl-].CN(C)C1C=CC=CC=1.O=P(Cl)(Cl)[Cl:45], predict the reaction product. The product is: [F:1][C:2]1[CH:7]=[CH:6][C:5]([NH:8][C:9]([C:11]2[C:20]3[C:15](=[CH:16][C:17]([CH2:21][C:22]4[CH:27]=[C:26]([Cl:45])[N:25]=[CH:24][N:23]=4)=[CH:18][CH:19]=3)[CH:14]=[CH:13][CH:12]=2)=[O:10])=[CH:4][C:3]=1[C:29]([F:32])([F:31])[F:30]. (3) Given the reactants [O:1]=[C:2]1[CH2:8][CH2:7][CH2:6][CH2:5][CH2:4][CH:3]1[C:9]([O:11][CH3:12])=[O:10].[Br:13]Br, predict the reaction product. The product is: [Br:13][CH:8]1[CH2:7][CH2:6][CH2:5][CH2:4][CH:3]([C:9]([O:11][CH3:12])=[O:10])[C:2]1=[O:1]. (4) The product is: [Si:35]([O:34][CH2:33][CH2:32][O:31][C:30]1[CH:42]=[C:26]([N:15]2[CH2:14][CH2:13][N:12]([CH:11]([C:5]3[CH:6]=[CH:7][C:8]([O:9][CH3:10])=[C:3]([O:2][CH3:1])[CH:4]=3)[CH3:16])[CH2:17][CH2:18]2)[CH:27]=[CH:28][C:29]=1[Cl:43])([C:38]([CH3:41])([CH3:40])[CH3:39])([CH3:37])[CH3:36]. Given the reactants [CH3:1][O:2][C:3]1[CH:4]=[C:5]([CH:11]2[CH2:16][NH:15][CH2:14][CH2:13][N:12]2[CH2:17][CH3:18])[CH:6]=[CH:7][C:8]=1[O:9][CH3:10].CC(C)([O-])C.[K+].Br[C:26]1[CH:27]=[CH:28][C:29]([Cl:43])=[C:30]([CH:42]=1)[O:31][CH2:32][CH2:33][O:34][Si:35]([C:38]([CH3:41])([CH3:40])[CH3:39])([CH3:37])[CH3:36].C1C=CC(P(C2C(C3C(P(C4C=CC=CC=4)C4C=CC=CC=4)=CC=C4C=3C=CC=C4)=C3C(C=CC=C3)=CC=2)C2C=CC=CC=2)=CC=1, predict the reaction product. (5) Given the reactants CCN(C(C)C)C(C)C.[NH2:10][C:11]1[CH:12]=[C:13]([C:17]([C:19]2[C:27]3[CH:26]=[N:25][CH:24]=[N:23][C:22]=3[N:21]([CH:28]([CH3:30])[CH3:29])[CH:20]=2)=[O:18])[CH:14]=[N:15][CH:16]=1.[Br:31][C:32]1[CH:33]=[CH:34][C:35]([CH2:38][C:39](O)=[O:40])=[N:36][CH:37]=1, predict the reaction product. The product is: [Br:31][C:32]1[CH:33]=[CH:34][C:35]([CH2:38][C:39]([NH:10][C:11]2[CH:16]=[N:15][CH:14]=[C:13]([C:17]([C:19]3[C:27]4[CH:26]=[N:25][CH:24]=[N:23][C:22]=4[N:21]([CH:28]([CH3:30])[CH3:29])[CH:20]=3)=[O:18])[CH:12]=2)=[O:40])=[N:36][CH:37]=1. (6) The product is: [Cl:38][C:39]1[CH:44]=[CH:43][C:42]([S:45]([CH3:48])(=[O:47])=[O:46])=[CH:41][C:40]=1[C:9]1[CH:10]=[C:11]2[C:16](=[C:17]([OH:19])[CH:18]=1)[N:15]=[CH:14][NH:13][C:12]2=[O:36]. Given the reactants CC1(C)C(C)(C)OB([C:9]2[CH:10]=[C:11]3[C:16](=[C:17]([O:19]COCC[Si](C)(C)C)[CH:18]=2)[N:15]=[CH:14][N:13](COCC[Si](C)(C)C)[C:12]3=[O:36])O1.[Cl:38][C:39]1[CH:44]=[CH:43][C:42]([S:45]([CH3:48])(=[O:47])=[O:46])=[CH:41][C:40]=1I.FC1C=C(I)C=C(F)C=1F.C(=O)([O-])[O-].[K+].[K+], predict the reaction product.